Dataset: Catalyst prediction with 721,799 reactions and 888 catalyst types from USPTO. Task: Predict which catalyst facilitates the given reaction. (1) Reactant: [F:1][C:2]1[CH:7]=[CH:6][C:5]([C@@H:8]2[CH2:13][CH2:12][N:11](C(OCC3C=CC=CC=3)=O)[CH2:10][C@H:9]2[CH2:24][OH:25])=[CH:4][CH:3]=1.[C:34](O[C:34]([O:36][C:37]([CH3:40])([CH3:39])[CH3:38])=[O:35])([O:36][C:37]([CH3:40])([CH3:39])[CH3:38])=[O:35]. Product: [F:1][C:2]1[CH:7]=[CH:6][C:5]([C@@H:8]2[CH2:13][CH2:12][N:11]([C:34]([O:36][C:37]([CH3:38])([CH3:39])[CH3:40])=[O:35])[CH2:10][C@H:9]2[CH2:24][OH:25])=[CH:4][CH:3]=1. The catalyst class is: 505. (2) Reactant: C([O:3][C:4]([C:6]1([NH:16][C:17](=[O:29])[C:18]2[CH:23]=[CH:22][CH:21]=[C:20]([CH3:24])[C:19]=2[CH:25]=[C:26]([CH3:28])[CH3:27])[CH2:14][C:13]2[C:8](=[CH:9][CH:10]=[C:11]([F:15])[CH:12]=2)[CH2:7]1)=[O:5])C.[OH-].[K+].O. Product: [F:15][C:11]1[CH:12]=[C:13]2[C:8](=[CH:9][CH:10]=1)[CH2:7][C:6]([NH:16][C:17](=[O:29])[C:18]1[CH:23]=[CH:22][CH:21]=[C:20]([CH3:24])[C:19]=1[CH:25]=[C:26]([CH3:27])[CH3:28])([C:4]([OH:5])=[O:3])[CH2:14]2. The catalyst class is: 14.